Dataset: Full USPTO retrosynthesis dataset with 1.9M reactions from patents (1976-2016). Task: Predict the reactants needed to synthesize the given product. (1) Given the product [F:1][C:2]1[CH:3]=[C:4]([C@@H:8]2[NH:9][CH2:10][C@H:11]([OH:13])[CH2:12]2)[CH:5]=[CH:6][CH:7]=1, predict the reactants needed to synthesize it. The reactants are: [F:1][C:2]1[CH:3]=[C:4]([C@H:8]2[CH2:12][C@@H:11]([OH:13])[CH2:10][N:9]2C(OC(C)(C)C)=O)[CH:5]=[CH:6][CH:7]=1.C(O)(C(F)(F)F)=O. (2) Given the product [Cl:1][C:2]1[CH:9]=[C:8]([N:10]([C@H:11]2[CH2:15][CH2:14][N:13]([CH2:28][CH:29]3[O:33][CH2:32][CH2:31][O:30]3)[CH2:12]2)[CH2:16][C:17]2[CH:22]=[CH:21][CH:20]=[CH:19][C:18]=2[C:23]([F:26])([F:24])[F:25])[CH:7]=[CH:6][C:3]=1[C:4]#[N:5], predict the reactants needed to synthesize it. The reactants are: [Cl:1][C:2]1[CH:9]=[C:8]([N:10]([CH2:16][C:17]2[CH:22]=[CH:21][CH:20]=[CH:19][C:18]=2[C:23]([F:26])([F:25])[F:24])[C@H:11]2[CH2:15][CH2:14][NH:13][CH2:12]2)[CH:7]=[CH:6][C:3]=1[C:4]#[N:5].Br[CH2:28][CH:29]1[O:33][CH2:32][CH2:31][O:30]1. (3) Given the product [OH:1][C@@H:2]([C:6]([O:19][CH3:20])([C:7]1[CH:12]=[CH:11][CH:10]=[CH:9][CH:8]=1)[C:13]1[CH:18]=[CH:17][CH:16]=[CH:15][CH:14]=1)[C:3]([OH:5])=[O:4].[NH2:21][C@H:22]([C:26]([OH:28])=[O:27])[CH:23]([CH3:25])[CH3:24], predict the reactants needed to synthesize it. The reactants are: [OH:1][CH:2]([C:6]([O:19][CH3:20])([C:13]1[CH:18]=[CH:17][CH:16]=[CH:15][CH:14]=1)[C:7]1[CH:12]=[CH:11][CH:10]=[CH:9][CH:8]=1)[C:3]([OH:5])=[O:4].[NH2:21][C@H:22]([C:26]([OH:28])=[O:27])[CH:23]([CH3:25])[CH3:24]. (4) Given the product [CH:2]1([O:5][C:6]2[CH:11]=[CH:10][CH:9]=[CH:8][C:7]=2[N:12]2[CH2:17][CH2:16][N:15]([CH2:18][CH:19]([OH:32])[CH2:20][N:21]3[C:29](=[O:30])[C:28]4[C:23](=[CH:24][CH:25]=[CH:26][CH:27]=4)[C:22]3=[O:31])[CH2:14][CH2:13]2)[CH2:4][CH2:34][CH2:33][CH2:3]1, predict the reactants needed to synthesize it. The reactants are: Cl.[CH:2]([O:5][C:6]1[CH:11]=[CH:10][CH:9]=[CH:8][C:7]=1[N:12]1[CH2:17][CH2:16][N:15]([CH2:18][C:19](=[O:32])[CH2:20][N:21]2[C:29](=[O:30])[CH:28]3[CH:23]([CH2:24][CH:25]=[CH:26][CH2:27]3)[C:22]2=[O:31])[CH2:14][CH2:13]1)([CH3:4])[CH3:3].[CH:33]1(OC2C=CC=CC=2N2CCNCC2)CCC[CH2:34]1. (5) Given the product [F:20][C:21]1[CH:22]=[C:23]([C:27]2[S:31][C:30]([CH3:32])=[N:29][C:28]=2[C:33]([N:2]2[C@H:3]([CH2:7][NH:8][C:9]([C:11]3[N:18]4[C:14]([S:15][CH:16]=[CH:17]4)=[N:13][C:12]=3[CH3:19])=[O:10])[CH2:4][C@H:5]3[C@@H:1]2[CH2:6]3)=[O:34])[CH:24]=[CH:25][CH:26]=1, predict the reactants needed to synthesize it. The reactants are: [C@H:1]12[CH2:6][C@H:5]1[CH2:4][C@@H:3]([CH2:7][NH:8][C:9]([C:11]1[N:18]3[C:14]([S:15][CH:16]=[CH:17]3)=[N:13][C:12]=1[CH3:19])=[O:10])[NH:2]2.[F:20][C:21]1[CH:22]=[C:23]([C:27]2[S:31][C:30]([CH3:32])=[N:29][C:28]=2[C:33](O)=[O:34])[CH:24]=[CH:25][CH:26]=1. (6) Given the product [Cl:20][C:5]1[C:6]([NH:8][C:9]2[CH:19]=[CH:18][CH:17]=[CH:16][C:10]=2[C:11]([NH:13][O:14][CH3:15])=[O:12])=[CH:7][C:2]([NH:27][C:25]2[C:24]([CH3:28])=[N:23][N:22]([CH3:21])[CH:26]=2)=[N:3][CH:4]=1, predict the reactants needed to synthesize it. The reactants are: Cl[C:2]1[CH:7]=[C:6]([NH:8][C:9]2[CH:19]=[CH:18][CH:17]=[CH:16][C:10]=2[C:11]([NH:13][O:14][CH3:15])=[O:12])[C:5]([Cl:20])=[CH:4][N:3]=1.[CH3:21][N:22]1[CH:26]=[C:25]([NH2:27])[C:24]([CH3:28])=[N:23]1.C(=O)([O-])[O-].[Cs+].[Cs+].C1C=CC(P(C2C(C3C(P(C4C=CC=CC=4)C4C=CC=CC=4)=CC=C4C=3C=CC=C4)=C3C(C=CC=C3)=CC=2)C2C=CC=CC=2)=CC=1. (7) Given the product [F:1][C:2]1[CH:7]=[CH:6][C:5]([C:8]2[C:12]([C:13]3[N:14]=[CH:15][N:16]([C:22]4[CH:27]=[CH:26][C:25]([C:28](=[O:30])[CH3:29])=[CH:24][CH:23]=4)[CH:17]=3)=[C:11]([CH2:18][O:19][CH3:20])[O:10][N:9]=2)=[CH:4][CH:3]=1, predict the reactants needed to synthesize it. The reactants are: [F:1][C:2]1[CH:7]=[CH:6][C:5]([C:8]2[C:12]([C:13]3[N:14]=[CH:15][NH:16][CH:17]=3)=[C:11]([CH2:18][O:19][CH3:20])[O:10][N:9]=2)=[CH:4][CH:3]=1.F[C:22]1[CH:27]=[CH:26][C:25]([C:28](=[O:30])[CH3:29])=[CH:24][CH:23]=1.C(=O)([O-])[O-].[K+].[K+].O. (8) Given the product [F:1][C:2]1[C:7]([F:8])=[CH:6][CH:5]=[CH:4][C:3]=1[C:9]1[CH:17]=[CH:16][CH:15]=[C:14]2[C:10]=1[CH2:11][C:12](=[O:20])[NH:13]2, predict the reactants needed to synthesize it. The reactants are: [F:1][C:2]1[C:7]([F:8])=[CH:6][CH:5]=[CH:4][C:3]=1[C:9]1[CH:17]=[CH:16][CH:15]=[C:14]2[C:10]=1[CH:11]=[CH:12][NH:13]2.C([OH:20])C.C(O)(=O)C.[Br-].[Br-].[Br-].[NH+]1C=CC=CC=1.[NH+]1C=CC=CC=1.[NH+]1C=CC=CC=1.